Dataset: Full USPTO retrosynthesis dataset with 1.9M reactions from patents (1976-2016). Task: Predict the reactants needed to synthesize the given product. Given the product [N:21]1[CH:22]=[CH:23][CH:24]=[N:25][C:20]=1[NH:1][CH2:2][CH:3]1[CH2:8][CH2:7][N:6]([C:9]([O:11][CH2:12][C:13]2[CH:14]=[CH:15][CH:16]=[CH:17][CH:18]=2)=[O:10])[CH2:5][CH2:4]1, predict the reactants needed to synthesize it. The reactants are: [NH2:1][CH2:2][CH:3]1[CH2:8][CH2:7][N:6]([C:9]([O:11][CH2:12][C:13]2[CH:18]=[CH:17][CH:16]=[CH:15][CH:14]=2)=[O:10])[CH2:5][CH2:4]1.Cl[C:20]1[N:25]=[CH:24][CH:23]=[CH:22][N:21]=1.